Dataset: Full USPTO retrosynthesis dataset with 1.9M reactions from patents (1976-2016). Task: Predict the reactants needed to synthesize the given product. (1) Given the product [CH3:9][N:8]([CH3:10])[C:4]1[CH:3]=[C:2]([C:18]2([OH:21])[CH2:19][CH2:20][C:15]3([O:14][CH2:13][CH2:12][O:11]3)[CH2:16][CH2:17]2)[CH:7]=[CH:6][CH:5]=1, predict the reactants needed to synthesize it. The reactants are: Br[C:2]1[CH:7]=[CH:6][CH:5]=[C:4]([N:8]([CH3:10])[CH3:9])[CH:3]=1.[O:11]1[C:15]2([CH2:20][CH2:19][C:18](=[O:21])[CH2:17][CH2:16]2)[O:14][CH2:13][CH2:12]1. (2) Given the product [CH2:1]([O:3][C:4]([C:6]1[C:7](=[O:30])[N:8]([CH2:35][C:34]2[CH:37]=[CH:38][CH:39]=[C:32]([F:31])[CH:33]=2)[C:9]2[C:14]([C:15]=1[N:16]1[CH2:21][CH2:20][N:19]([C:22]([C:24]3[S:25][CH:26]=[CH:27][CH:28]=3)=[O:23])[CH2:18][CH2:17]1)=[CH:13][C:12]([F:29])=[CH:11][N:10]=2)=[O:5])[CH3:2], predict the reactants needed to synthesize it. The reactants are: [CH2:1]([O:3][C:4]([C:6]1[C:7](=[O:30])[NH:8][C:9]2[C:14]([C:15]=1[N:16]1[CH2:21][CH2:20][N:19]([C:22]([C:24]3[S:25][CH:26]=[CH:27][CH:28]=3)=[O:23])[CH2:18][CH2:17]1)=[CH:13][C:12]([F:29])=[CH:11][N:10]=2)=[O:5])[CH3:2].[F:31][C:32]1[CH:33]=[C:34]([CH:37]=[CH:38][CH:39]=1)[CH2:35]Br. (3) Given the product [CH3:17][C:13]1[CH:14]=[C:15]([CH3:16])[C:10]2[O:9][CH2:8][C:7](=[O:18])[N:6]([CH2:5][CH2:4][C:3]([OH:19])=[O:2])[C:11]=2[CH:12]=1, predict the reactants needed to synthesize it. The reactants are: C[O:2][C:3](=[O:19])[CH2:4][CH2:5][N:6]1[C:11]2[CH:12]=[C:13]([CH3:17])[CH:14]=[C:15]([CH3:16])[C:10]=2[O:9][CH2:8][C:7]1=[O:18].[OH-].[Na+].